This data is from Peptide-MHC class II binding affinity with 134,281 pairs from IEDB. The task is: Regression. Given a peptide amino acid sequence and an MHC pseudo amino acid sequence, predict their binding affinity value. This is MHC class II binding data. (1) The peptide sequence is DHTNFKYNYSVIEGG. The MHC is HLA-DQA10501-DQB10201 with pseudo-sequence HLA-DQA10501-DQB10201. The binding affinity (normalized) is 0.268. (2) The peptide sequence is EKKMFAATQFEPLAA. The MHC is HLA-DQA10101-DQB10501 with pseudo-sequence HLA-DQA10101-DQB10501. The binding affinity (normalized) is 0.400. (3) The peptide sequence is DIEGGSDAAEWLEMI. The MHC is DRB1_0101 with pseudo-sequence DRB1_0101. The binding affinity (normalized) is 0.291.